Dataset: Full USPTO retrosynthesis dataset with 1.9M reactions from patents (1976-2016). Task: Predict the reactants needed to synthesize the given product. (1) Given the product [OH:17][C:9]1([CH2:1][CH2:2][C:3]2[CH:4]=[CH:5][CH:6]=[CH:7][CH:8]=2)[CH2:16][CH:12]2[CH2:13][N:14]([CH:19]([CH3:29])[C:20]([C:22]3[CH:27]=[CH:26][C:25]([OH:28])=[CH:24][CH:23]=3)=[O:21])[CH2:15][CH:11]2[CH2:10]1, predict the reactants needed to synthesize it. The reactants are: [CH2:1]([C:9]1([OH:17])[CH2:16][CH:12]2[CH2:13][NH:14][CH2:15][CH:11]2[CH2:10]1)[CH2:2][C:3]1[CH:8]=[CH:7][CH:6]=[CH:5][CH:4]=1.Br[CH:19]([CH3:29])[C:20]([C:22]1[CH:27]=[CH:26][C:25]([OH:28])=[CH:24][CH:23]=1)=[O:21].C(N(CC)CC)C. (2) Given the product [N:34]1[CH:33]=[CH:32][C:31]([C:11]2[CH:10]=[CH:9][CH:8]=[C:7]([CH:2]=[O:1])[C:12]=2[C:13]2[CH:14]=[CH:15][C:16]([O:19][CH2:20][C:21]3[CH:30]=[CH:29][C:28]4[C:23](=[CH:24][CH:25]=[CH:26][CH:27]=4)[N:22]=3)=[CH:17][CH:18]=2)=[CH:36][CH:35]=1, predict the reactants needed to synthesize it. The reactants are: [O:1]1CCCO[CH:2]1[C:7]1[C:12]([C:13]2[CH:18]=[CH:17][C:16]([O:19][CH2:20][C:21]3[CH:30]=[CH:29][C:28]4[C:23](=[CH:24][CH:25]=[CH:26][CH:27]=4)[N:22]=3)=[CH:15][CH:14]=2)=[C:11]([C:31]2[CH:36]=[CH:35][N:34]=[CH:33][CH:32]=2)[CH:10]=[CH:9][CH:8]=1.O.C1(C)C=CC(S(O)(=O)=O)=CC=1.